From a dataset of Catalyst prediction with 721,799 reactions and 888 catalyst types from USPTO. Predict which catalyst facilitates the given reaction. Reactant: [CH3:1][C:2]([C:6]1[N:10]([CH2:11][CH:12]2[CH2:17][CH2:16][O:15][CH2:14][CH2:13]2)[C:9]2[CH:18]=[CH:19][C:20]([S:22]([N:25]3[CH:29]=[CH:28][C:27]([C:30]([OH:32])=O)=[CH:26]3)(=[O:24])=[O:23])=[CH:21][C:8]=2[N:7]=1)([CH3:5])CC.CN(C(O[N:41]1N=N[C:43]2C=CC=N[C:42]1=2)=[N+](C)C)C.F[P-](F)(F)(F)(F)F.Cl.[CH2:58](N)C. Product: [C:2]([C:6]1[N:10]([CH2:11][CH:12]2[CH2:13][CH2:14][O:15][CH2:16][CH2:17]2)[C:9]2[CH:18]=[CH:19][C:20]([S:22]([N:25]3[CH:29]=[CH:28][C:27]([C:30]([NH:41][CH2:42][CH3:43])=[O:32])=[CH:26]3)(=[O:23])=[O:24])=[CH:21][C:8]=2[N:7]=1)([CH3:1])([CH3:58])[CH3:5]. The catalyst class is: 3.